From a dataset of Full USPTO retrosynthesis dataset with 1.9M reactions from patents (1976-2016). Predict the reactants needed to synthesize the given product. (1) Given the product [CH3:42][C:38]([CH3:43])([C:37]([N:22]1[CH2:23][CH2:24][O:25][C:20]([CH2:19][CH2:18][N:17]2[C@H:12]3[CH2:13][CH2:14][C@@H:15]2[CH2:16][CH:10]([N:9]2[C:8]4[CH:32]=[CH:33][CH:34]=[CH:35][C:7]=4[N:6]=[C:5]2[CH3:4])[CH2:11]3)([C:26]2[CH:31]=[CH:30][CH:29]=[CH:28][CH:27]=2)[CH2:21]1)=[O:36])[CH2:39][OH:40], predict the reactants needed to synthesize it. The reactants are: Cl.Cl.Cl.[CH3:4][C:5]1[N:9]([CH:10]2[CH2:16][C@H:15]3[N:17]([CH2:18][CH2:19][C:20]4([C:26]5[CH:31]=[CH:30][CH:29]=[CH:28][CH:27]=5)[O:25][CH2:24][CH2:23][NH:22][CH2:21]4)[C@H:12]([CH2:13][CH2:14]3)[CH2:11]2)[C:8]2[CH:32]=[CH:33][CH:34]=[CH:35][C:7]=2[N:6]=1.[OH:36][CH2:37][C:38]([CH3:43])([CH3:42])[C:39](O)=[O:40].C(N(C(C)C)CC)(C)C.CN(C(ON1N=NC2C=CC=NC1=2)=[N+](C)C)C.F[P-](F)(F)(F)(F)F. (2) Given the product [CH3:1][O:2][C:3]1[CH:4]=[C:5]([NH:15][C:16]2[N:20]=[C:19]([N:21]3[CH2:24][CH2:23][CH:22]3[C:25]3[CH:30]=[CH:29][CH:28]=[CH:27][CH:26]=3)[N:18]([CH2:31][C:32](=[O:36])[CH3:34])[N:17]=2)[CH:6]=[CH:7][C:8]=1[N:9]1[CH:13]=[C:12]([CH3:14])[N:11]=[CH:10]1, predict the reactants needed to synthesize it. The reactants are: [CH3:1][O:2][C:3]1[CH:4]=[C:5]([NH:15][C:16]2[N:20]=[C:19]([N:21]3[CH2:24][CH2:23][CH:22]3[C:25]3[CH:30]=[CH:29][CH:28]=[CH:27][CH:26]=3)[N:18]([CH2:31][C:32]([CH3:34])=C)[N:17]=2)[CH:6]=[CH:7][C:8]=1[N:9]1[CH:13]=[C:12]([CH3:14])[N:11]=[CH:10]1.I([O-])(=O)(=O)=[O:36].[Na+].C[N+]1([O-])CCOCC1. (3) Given the product [N+:6]([C:9]1[CH:14]=[CH:13][C:12]([CH:15]2[CH2:16][CH2:17][N:18]([CH:2]3[CH2:5][O:4][CH2:3]3)[CH2:19][CH2:20]2)=[CH:11][CH:10]=1)([O-:8])=[O:7], predict the reactants needed to synthesize it. The reactants are: I[CH:2]1[CH2:5][O:4][CH2:3]1.[N+:6]([C:9]1[CH:14]=[CH:13][C:12]([CH:15]2[CH2:20][CH2:19][NH:18][CH2:17][CH2:16]2)=[CH:11][CH:10]=1)([O-:8])=[O:7].C(=O)([O-])[O-].[K+].[K+]. (4) Given the product [Cl:3][C:4]1[C:5]([F:12])=[C:6]2[C:9](=[CH:10][CH:11]=1)[NH:13][C:16]([C:17]([O:19][CH3:20])=[O:18])=[CH:7]2, predict the reactants needed to synthesize it. The reactants are: [H-].[Na+].[Cl:3][C:4]1[C:5]([F:12])=[C:6]([CH:9]=[CH:10][CH:11]=1)[CH:7]=O.[N:13]([CH2:16][C:17]([O:19][CH3:20])=[O:18])=[N+]=[N-].O. (5) Given the product [S:1]1[C:5]2[CH:6]=[CH:7][CH:8]=[CH:9][C:4]=2[N:3]=[C:2]1[C:10]1[C:14]([C:15]([OH:17])=[O:16])=[CH:13][N:12]([CH2:20][O:21][CH2:22][CH2:23][Si:24]([CH3:27])([CH3:26])[CH3:25])[N:11]=1, predict the reactants needed to synthesize it. The reactants are: [S:1]1[C:5]2[CH:6]=[CH:7][CH:8]=[CH:9][C:4]=2[N:3]=[C:2]1[C:10]1[C:14]([C:15]([O:17]CC)=[O:16])=[CH:13][N:12]([CH2:20][O:21][CH2:22][CH2:23][Si:24]([CH3:27])([CH3:26])[CH3:25])[N:11]=1.[OH-].[Na+]. (6) Given the product [CH:22]1([C:28]([C:16]2[CH:17]=[CH:18][CH:19]=[CH:20][CH:21]=2)=[CH2:30])[CH2:27][CH2:26][CH2:25][CH2:24][CH2:23]1, predict the reactants needed to synthesize it. The reactants are: [I-].C[P+]([C:16]1[CH:21]=[CH:20][CH:19]=[CH:18][CH:17]=1)([C:16]1[CH:21]=[CH:20][CH:19]=[CH:18][CH:17]=1)[C:16]1[CH:21]=[CH:20][CH:19]=[CH:18][CH:17]=1.[CH:22]1([C:28]([C:30]2C=CC=CC=2)=O)[CH2:27][CH2:26][CH2:25][CH2:24][CH2:23]1. (7) Given the product [CH2:17]([N:13]1[CH2:14][CH2:15][N:10]([C:6]2[CH:7]=[CH:8][CH:9]=[C:4]([N+:1]([O-:3])=[O:2])[CH:5]=2)[C:11](=[O:16])[CH2:12]1)[CH3:18], predict the reactants needed to synthesize it. The reactants are: [N+:1]([C:4]1[CH:5]=[C:6]([N:10]2[CH2:15][CH2:14][NH:13][CH2:12][C:11]2=[O:16])[CH:7]=[CH:8][CH:9]=1)([O-:3])=[O:2].[CH:17](=O)[CH3:18].C(O)(=O)C.C([BH3-])#N.[Na+].